Predict the reactants needed to synthesize the given product. From a dataset of Full USPTO retrosynthesis dataset with 1.9M reactions from patents (1976-2016). (1) Given the product [F:24][C:4]1[CH:3]=[C:2]([N:28]2[CH2:27][C:26]([CH3:32])([CH3:25])[O:30][C:29]2=[O:31])[CH:7]=[C:6]([F:8])[C:5]=1[C:9]([N:11]1[CH2:16][CH2:15][N:14]([C:17]2[CH:22]=[CH:21][C:20]([CH3:23])=[CH:19][N:18]=2)[CH2:13][CH2:12]1)=[O:10], predict the reactants needed to synthesize it. The reactants are: Br[C:2]1[CH:7]=[C:6]([F:8])[C:5]([C:9]([N:11]2[CH2:16][CH2:15][N:14]([C:17]3[CH:22]=[CH:21][C:20]([CH3:23])=[CH:19][N:18]=3)[CH2:13][CH2:12]2)=[O:10])=[C:4]([F:24])[CH:3]=1.[CH3:25][C:26]1([CH3:32])[O:30][C:29](=[O:31])[N:28]=[CH:27]1. (2) Given the product [CH2:1]([C@@H:4]1[CH2:9][CH2:8][CH2:7][C@H:6]([O:10][Si:11]([C:24]([CH3:27])([CH3:26])[CH3:25])([C:18]2[CH:19]=[CH:20][CH:21]=[CH:22][CH:23]=2)[C:12]2[CH:17]=[CH:16][CH:15]=[CH:14][CH:13]=2)[CH2:5]1)[CH:2]=[CH2:3], predict the reactants needed to synthesize it. The reactants are: [CH2:1]([C@@H:4]1[CH2:9][CH2:8][CH2:7][C@H:6]([OH:10])[CH2:5]1)[CH:2]=[CH2:3].[Si:11](Cl)([C:24]([CH3:27])([CH3:26])[CH3:25])([C:18]1[CH:23]=[CH:22][CH:21]=[CH:20][CH:19]=1)[C:12]1[CH:17]=[CH:16][CH:15]=[CH:14][CH:13]=1.N1C=CN=C1.CC1C=CN=C(N)C=1C. (3) Given the product [NH2:60][C@@:59]([C:54]1[CH:53]=[CH:52][C:51]2[C:56](=[CH:57][CH:58]=[C:49]([O:48][C@H:45]3[CH2:46][CH2:47][C@H:42]([C:38]([CH3:39])([CH3:41])[CH3:40])[CH2:43][CH2:44]3)[C:50]=2[C:66]2[CH:71]=[CH:70][C:69]([O:72][CH2:73][CH3:74])=[CH:68][CH:67]=2)[CH:55]=1)([CH3:65])[CH2:63][OH:62], predict the reactants needed to synthesize it. The reactants are: N[C@@](C1C=CC2C(=CC=C(O[C@H]3CC[C@H](C(C)(C)C)CC3)C=2C2C=CC(OC(F)(F)F)=CC=2)C=1)(C)CO.[C:38]([C@H:42]1[CH2:47][CH2:46][C@H:45]([O:48][C:49]2[C:50]([C:66]3[CH:71]=[CH:70][C:69]([O:72][CH2:73][CH3:74])=[CH:68][CH:67]=3)=[C:51]3[C:56](=[CH:57][CH:58]=2)[CH:55]=[C:54]([C@:59]2([CH3:65])[CH2:63][O:62]C(=O)[NH:60]2)[CH:53]=[CH:52]3)[CH2:44][CH2:43]1)([CH3:41])([CH3:40])[CH3:39]. (4) Given the product [F:21][C@@H:19]1[CH2:20][N:16]([C:14](=[O:15])[CH2:13][NH:12][C:7]23[CH2:8][CH2:9][C:4]([C:1]([NH:27][C:26]4[CH:28]=[CH:29][CH:30]=[CH:31][C:25]=4[F:24])=[O:2])([CH2:5][CH2:6]2)[CH2:11][CH2:10]3)[C@H:17]([C:22]#[N:23])[CH2:18]1, predict the reactants needed to synthesize it. The reactants are: [C:1]([C:4]12[CH2:11][CH2:10][C:7]([NH:12][CH2:13][C:14]([N:16]3[CH2:20][C@@H:19]([F:21])[CH2:18][C@H:17]3[C:22]#[N:23])=[O:15])([CH2:8][CH2:9]1)[CH2:6][CH2:5]2)(O)=[O:2].[F:24][C:25]1[CH:31]=[CH:30][CH:29]=[CH:28][C:26]=1[NH2:27].